This data is from Catalyst prediction with 721,799 reactions and 888 catalyst types from USPTO. The task is: Predict which catalyst facilitates the given reaction. Reactant: [CH3:1][C@H:2]1[NH:7][C@@H:6]([CH3:8])[CH2:5][N:4]([C:9]([O:11][C:12]([CH3:15])([CH3:14])[CH3:13])=[O:10])[CH2:3]1.C=O.[C:18](O[BH-](OC(=O)C)OC(=O)C)(=O)C.[Na+]. Product: [CH3:8][C@H:6]1[N:7]([CH3:18])[C@@H:2]([CH3:1])[CH2:3][N:4]([C:9]([O:11][C:12]([CH3:13])([CH3:15])[CH3:14])=[O:10])[CH2:5]1. The catalyst class is: 4.